Dataset: Full USPTO retrosynthesis dataset with 1.9M reactions from patents (1976-2016). Task: Predict the reactants needed to synthesize the given product. (1) Given the product [CH3:1][O:2][C:3]1[CH:8]=[CH:7][C:6]([S:9][C:11]2[N:16]=[C:15]([C:17]3[CH:29]=[CH:28][C:20]4[N:21]=[C:22]([NH:24][C:25](=[O:27])[CH3:26])[S:23][C:19]=4[CH:18]=3)[CH:14]=[CH:13][N:12]=2)=[CH:5][CH:4]=1, predict the reactants needed to synthesize it. The reactants are: [CH3:1][O:2][C:3]1[CH:8]=[CH:7][C:6]([SH:9])=[CH:5][CH:4]=1.Cl[C:11]1[N:16]=[C:15]([C:17]2[CH:29]=[CH:28][C:20]3[N:21]=[C:22]([NH:24][C:25](=[O:27])[CH3:26])[S:23][C:19]=3[CH:18]=2)[CH:14]=[CH:13][N:12]=1. (2) Given the product [CH3:14][N:15]([CH3:16])[CH:11]=[CH:18][C:17]([C:16]1[N:15]2[C:11]([S:12][CH:13]=[CH:14]2)=[N:10][C:9]=1[C:5]1[CH:6]=[CH:7][CH:8]=[C:3]([C:1]#[N:2])[CH:4]=1)=[O:19], predict the reactants needed to synthesize it. The reactants are: [C:1]([C:3]1[CH:4]=[C:5]([C:9]2[N:10]=[C:11]3[N:15]([C:16]=2[C:17](=[O:19])[CH3:18])[CH:14]=[CH:13][S:12]3)[CH:6]=[CH:7][CH:8]=1)#[N:2].